From a dataset of Cav3 T-type calcium channel HTS with 100,875 compounds. Binary Classification. Given a drug SMILES string, predict its activity (active/inactive) in a high-throughput screening assay against a specified biological target. (1) The compound is S=C(/N=P(\N(C)C)(N(C)C)N(C)C)c1n(ccc1)C. The result is 0 (inactive). (2) The drug is O1CCC(CC1)(c1ccccc1)C(OCCN(CC)CC)=O. The result is 0 (inactive). (3) The drug is s1c(C(=O)N2CCN(CC2)C(=O)COc2cc3c(cc2)cccc3)ccc1. The result is 0 (inactive). (4) The compound is O=C(N)C1CCN(CC1)C(c1c(OC)ccc(OC)c1)c1n(nnn1)Cc1ccccc1. The result is 0 (inactive). (5) The molecule is S(=O)(=O)(NC(C)(C)C)c1cc2c(c3c(oc2=O)cc(S(=O)(=O)NC(C)(C)C)cc3)cc1. The result is 0 (inactive).